Dataset: Drug-target binding data from BindingDB using IC50 measurements. Task: Regression. Given a target protein amino acid sequence and a drug SMILES string, predict the binding affinity score between them. We predict pIC50 (pIC50 = -log10(IC50 in M); higher means more potent). Dataset: bindingdb_ic50. (1) The drug is Cc1cc(C)n2nc(S(=O)(=O)Nc3c(F)ccc4cccnc34)nc2n1. The target protein (P09114) has sequence MAAAAAAPSPSFSKTLSSSSSKSSTLLPRSTFPFPHHPHKTTPPPLHLTPTHIHSQRRRFTISNVISTTQKVSETQKAETFVSRFAPDEPRKGSDVLVEALEREGVTDVFAYPGGASMEIHQALTRSSIIRNVLPRHEQGGVFAAEGYARATGFPGVCIATSGPGATNLVSGLADALLDSVPIVAITGQVPRRMIGTDAFQETPIVEVTRSITKHNYLVMDVEDIPRVVREAFFLARSGRPGPVLIDVPKDIQQQLVIPDWDQPMRLPGYMSRLPKLPNEMLLEQIVRLISESKKPVLYVGGGCSQSSEELRRFVELTGIPVASTLMGLGAFPTGDELSLSMLGMHGTVYANYAVDSSDLLLAFGVRFDDRVTGKLEAFASRAKIVHIDIDSAEIGKNKQPHVSICADIKLALQGLNSILESKEGKLKLDFSAWRQELTVQKVKYPLNFKTFGDAIPPQYAIQVLDELTNGSAIISTGVGQHQMWAAQYYKYRKPRQWLT.... The pIC50 is 4.8. (2) The drug is CCCC1C(=O)C(C)(O)C(=O)N=C1C=CC(C)C/C=C/C(C)C. The target protein (P52505) has sequence MAVRVLCACVRRLPTAFAPLPRLPTLAAARPLSTTLFAAETRTRPGAPLPALVLAQVPGRVTQLCRQYSDAPPLTLEGIKDRVLYVLKLYDKIDPEKLSVNSHFMKDLGLDSLDQVEIIMAMEDEFGFEIPDIDAEKLMCPQEIVDYIADKKDVYE. The pIC50 is 4.6. (3) The small molecule is CC(C)COC(=O)/N=C(\N)c1ccc(CC2NCCn3c2nc2cc(C4(C(=O)N5CCCC5)CCCC4)ccc23)cc1. The target protein sequence is QELLCAASLISDRWVLTAAHCLLYPPWDKNFTVNDILVRIGKYARSRYERNMEKISTLEKIIIHPGYNWRENLDRDIALMKLKKPVAFSDYIHPVCLPDKQIVTSLLQAGHKGRVTGWGNLKEMWTVNMNEVQPSVLQMVNLPLVERPICKASTGIRVTDNMFCAGYKPEEGKRGDACEGDSGGPFVMKNPYNNRWYQMGIVSWGEGCDRDGKYGFYTHVFRLKKWIRKMVDRFG. The pIC50 is 3.8. (4) The target protein sequence is MNLSLSDLHRQVSRLVQQESGDCTGKLRGNVAANKETTFQGLTIASGARESEKVFAQTVLSHVANVVLTQEDTAKLLQSTVKHNLNNYDLRSVGNGNSVLVSLRSDQMTLQDAKVLLEAALRQESGARGHVSSHSHSALHAPGTPVREGLRSHLDPRTPPLPPRERPHTSGHHGAGEARATAPSTVSPYGPEARAELSSRLTTLRNTLAPATNDPRYLQACGGEKLNRFRDIQCCRQTAVRADLNANYIQVGNTRTIACQYPLQSQLESHFRMLAENRTPVLAVLASSSEIANQRFGMPDYFRQSGTYGSITVESKMTQQVGLGDGIMADMYTLTIREAGQKTISVPVVHVGNWPDQTAVSSEVTKALASLVDQTAETKRNMYESKGSSAVGDDSKLRPVIHCRAGVGRTAQLIGAMCMNDSRNSQLSVEDMVSQMRVQRNGIMVQKDEQLDVLIKLAEGQGRPLLNS. The drug is O=C(O)c1ccc(/C=N/OCc2ccc(-c3cccc(C(F)(F)P(=O)(O)O)c3)cc2)o1. The pIC50 is 6.7.